From a dataset of Forward reaction prediction with 1.9M reactions from USPTO patents (1976-2016). Predict the product of the given reaction. (1) Given the reactants [O:1]1[CH:6]([CH2:7][N:8]2[CH2:13][CH2:12][N:11]([C:14]3[CH:23]=[CH:22][CH:21]=[CH:20][C:15]=3[C:16](OC)=[O:17])[CH2:10][CH2:9]2)[CH2:5][O:4][C:3]2[CH:24]=[CH:25][CH:26]=[CH:27][C:2]1=2.[H-].[H-].[H-].[H-].[Li+].[Al+3].[OH-].[Na+], predict the reaction product. The product is: [O:1]1[CH:6]([CH2:7][N:8]2[CH2:13][CH2:12][N:11]([C:14]3[CH:23]=[CH:22][CH:21]=[CH:20][C:15]=3[CH2:16][OH:17])[CH2:10][CH2:9]2)[CH2:5][O:4][C:3]2[CH:24]=[CH:25][CH:26]=[CH:27][C:2]1=2. (2) Given the reactants C(O[CH:4]=[C:5]([C:11]([O:13][CH2:14][CH3:15])=O)[C:6]([O:8][CH2:9][CH3:10])=[O:7])C.C(O)(=O)C(O)=O.[CH2:22]([NH:24][NH2:25])[CH3:23].C(Br)[C:27]1[CH:32]=[CH:31]C=[CH:29][CH:28]=1.C(=O)([O-])[O-].[K+].[K+].[Cl-].[NH4+], predict the reaction product. The product is: [CH2:14]([O:13][C:11]1[C:5]([C:6]([O:8][CH2:9][CH3:10])=[O:7])=[CH:4][N:24]([CH2:22][CH3:23])[N:25]=1)[C:15]1[CH:31]=[CH:32][CH:27]=[CH:28][CH:29]=1. (3) Given the reactants [NH2:1][CH2:2][CH2:3][C:4]1[C:5]([O:13][CH2:14][C:15]2[CH:20]=[CH:19][CH:18]=[CH:17][CH:16]=2)=[C:6]([CH:10]=[CH:11][CH:12]=1)[N:7]([CH3:9])[CH3:8].[CH:21](O)=O, predict the reaction product. The product is: [CH2:14]([O:13][C:5]1[C:6]([N:7]([CH3:8])[CH3:9])=[CH:10][CH:11]=[C:12]2[C:4]=1[CH2:3][CH2:2][NH:1][CH2:21]2)[C:15]1[CH:20]=[CH:19][CH:18]=[CH:17][CH:16]=1. (4) The product is: [OH:1][C:2]1[CH:3]=[C:4]([CH:9]=[C:10]([OH:13])[C:11]=1[OH:12])[C:5]([O:7][CH2:8][CH2:26][CH2:25][CH2:24][CH2:23][CH2:22][CH2:21][CH2:20][CH2:19][CH2:18][CH2:17][CH2:16][CH2:15][CH3:14])=[O:6]. Given the reactants [OH:1][C:2]1[CH:3]=[C:4]([CH:9]=[C:10]([OH:13])[C:11]=1[OH:12])[C:5]([O:7][CH3:8])=[O:6].[CH2:14](O)[CH2:15][CH2:16][CH2:17][CH2:18][CH2:19][CH2:20][CH2:21][CH2:22][CH2:23][CH2:24][CH2:25][CH2:26]C, predict the reaction product. (5) The product is: [CH2:1]([O:8][C:9](=[O:19])[NH:10][C:11]1[CH:16]=[CH:15][C:14]([F:17])=[C:13]([CH:27]=[O:28])[C:12]=1[F:18])[C:2]1[CH:3]=[CH:4][CH:5]=[CH:6][CH:7]=1. Given the reactants [CH2:1]([O:8][C:9](=[O:19])[NH:10][C:11]1[CH:16]=[CH:15][C:14]([F:17])=[CH:13][C:12]=1[F:18])[C:2]1[CH:7]=[CH:6][CH:5]=[CH:4][CH:3]=1.C([Li])CCC.CN(C)[CH:27]=[O:28].O, predict the reaction product. (6) The product is: [C:1]([O:5][C:6]([N:8]([CH2:21][CH:22]1[CH:27]([C:28]2[CH:33]=[CH:32][CH:31]=[CH:30][C:29]=2[F:34])[CH2:26][CH2:25][N:24]([C:35]2[C:44]([F:45])=[CH:43][C:38]([C:39]([OH:41])=[O:40])=[CH:37][C:36]=2[F:46])[CH2:23]1)[C@@H:9]([C:11]1[C:20]2[C:15](=[CH:16][CH:17]=[CH:18][CH:19]=2)[CH:14]=[CH:13][CH:12]=1)[CH3:10])=[O:7])([CH3:2])([CH3:3])[CH3:4]. Given the reactants [C:1]([O:5][C:6]([N:8]([CH2:21][C@@H:22]1[C@@H:27]([C:28]2[CH:33]=[CH:32][CH:31]=[CH:30][C:29]=2[F:34])[CH2:26][CH2:25][N:24]([C:35]2[C:44]([F:45])=[CH:43][C:38]([C:39]([O:41]C)=[O:40])=[CH:37][C:36]=2[F:46])[CH2:23]1)[C@@H:9]([C:11]1[C:20]2[C:15](=[CH:16][CH:17]=[CH:18][CH:19]=2)[CH:14]=[CH:13][CH:12]=1)[CH3:10])=[O:7])([CH3:4])([CH3:3])[CH3:2].[OH-].[Na+].Cl, predict the reaction product.